Predict which catalyst facilitates the given reaction. From a dataset of Catalyst prediction with 721,799 reactions and 888 catalyst types from USPTO. (1) Reactant: [Cl:1][C:2]1[CH:22]=[CH:21][CH:20]=[C:19]([CH3:23])[C:3]=1[CH2:4][N:5]1[C:13]2[C:8](=[CH:9][CH:10]=[C:11]([CH2:14][C:15]([OH:17])=[O:16])[CH:12]=2)[C:7]([CH3:18])=[N:6]1.[OH-].[K+:25]. Product: [Cl:1][C:2]1[CH:22]=[CH:21][CH:20]=[C:19]([CH3:23])[C:3]=1[CH2:4][N:5]1[C:13]2[C:8](=[CH:9][CH:10]=[C:11]([CH2:14][C:15]([O-:17])=[O:16])[CH:12]=2)[C:7]([CH3:18])=[N:6]1.[K+:25]. The catalyst class is: 8. (2) Reactant: [OH:1][CH:2]([C@H:6]1[O:10][C:9]([CH3:12])([CH3:11])[O:8][C@H:7]1[CH2:13][O:14][CH2:15][C:16]([O:18][CH3:19])=[O:17])C(O)C.I([O-])(=O)(=O)=O.[Na+]. Product: [CH:2]([C@H:6]1[O:10][C:9]([CH3:12])([CH3:11])[O:8][C@H:7]1[CH2:13][O:14][CH2:15][C:16]([O:18][CH3:19])=[O:17])=[O:1]. The catalyst class is: 95.